Dataset: Reaction yield outcomes from USPTO patents with 853,638 reactions. Task: Predict the reaction yield, written as a fraction of the theoretical maximum amount of product (1.0 means a 100% yield; for example, 0.34 means a 34% yield). (1) No catalyst specified. The reactants are [CH3:1][C@@H:2]1[CH2:7][NH:6][CH2:5][CH2:4][NH:3]1.Cl[C:9]1[N:10]([CH2:31][C:32]([F:35])([F:34])[F:33])[C:11]2[C:16]([N:17]=1)=[C:15]([N:18]1[CH2:23][CH2:22][O:21][CH2:20][CH2:19]1)[N:14]=[C:13]([C:24]1[CH:25]=[N:26][C:27]([NH2:30])=[N:28][CH:29]=1)[N:12]=2.CN1CC[CH2:39][C:38]1=[O:42]. The yield is 0.520. The product is [C:38]([N:3]1[CH2:4][CH2:5][N:6]([C:9]2[N:10]([CH2:31][C:32]([F:35])([F:34])[F:33])[C:11]3[C:16]([N:17]=2)=[C:15]([N:18]2[CH2:23][CH2:22][O:21][CH2:20][CH2:19]2)[N:14]=[C:13]([C:24]2[CH:25]=[N:26][C:27]([NH2:30])=[N:28][CH:29]=2)[N:12]=3)[CH2:7][C@H:2]1[CH3:1])(=[O:42])[CH3:39]. (2) The reactants are Br[C:2]1[CH:7]=[CH:6][C:5]([CH:8]([N:15]([CH3:32])[C:16](=[O:31])[CH2:17][N:18]2[C:23]3[CH:24]=[C:25]([Cl:29])[C:26]([Cl:28])=[CH:27][C:22]=3[O:21][CH2:20][C:19]2=[O:30])[CH2:9][N:10]2[CH2:14][CH2:13][CH2:12][CH2:11]2)=[CH:4][CH:3]=1.[CH3:33][O:34][C:35]1[CH:36]=[C:37](B(O)O)[CH:38]=[CH:39][C:40]=1[O:41][CH3:42].C([O-])([O-])=O.[Na+].[Na+]. The catalyst is CN(C=O)C.C1C=CC(P(C2C=CC=CC=2)[C-]2C=CC=C2)=CC=1.C1C=CC(P(C2C=CC=CC=2)[C-]2C=CC=C2)=CC=1.Cl[Pd]Cl.[Fe+2]. The product is [CH3:33][O:34][C:35]1[CH:36]=[C:37]([C:2]2[CH:7]=[CH:6][C:5]([CH:8]([N:15]([CH3:32])[C:16](=[O:31])[CH2:17][N:18]3[C:23]4[CH:24]=[C:25]([Cl:29])[C:26]([Cl:28])=[CH:27][C:22]=4[O:21][CH2:20][C:19]3=[O:30])[CH2:9][N:10]3[CH2:11][CH2:12][CH2:13][CH2:14]3)=[CH:4][CH:3]=2)[CH:38]=[CH:39][C:40]=1[O:41][CH3:42]. The yield is 0.390. (3) The reactants are Br[C:2]1[CH:9]=[CH:8][C:5]([CH:6]=[O:7])=[CH:4][CH:3]=1.[CH:10]#[C:11][CH2:12][CH2:13][CH2:14][CH2:15][CH2:16][CH2:17][CH2:18][CH3:19].CCN(CC)CC. The catalyst is C1COCC1.[Cu]I.CC([O-])=O.CC([O-])=O.[Pd+2].C1C=CC(P(C2C=CC=CC=2)C2C=CC=CC=2)=CC=1. The product is [C:10]([C:2]1[CH:9]=[CH:8][C:5]([CH:6]=[O:7])=[CH:4][CH:3]=1)#[C:11][CH2:12][CH2:13][CH2:14][CH2:15][CH2:16][CH2:17][CH2:18][CH3:19]. The yield is 0.880. (4) The reactants are [NH2:1][CH:2]1[CH2:7][CH2:6][CH:5]([OH:8])[CH2:4][CH2:3]1.[C:9](O[C:9]([O:11][C:12]([CH3:15])([CH3:14])[CH3:13])=[O:10])([O:11][C:12]([CH3:15])([CH3:14])[CH3:13])=[O:10].[OH-].[Na+]. The catalyst is C1(C)C=CC=CC=1. The product is [OH:8][CH:5]1[CH2:6][CH2:7][CH:2]([NH:1][C:9](=[O:10])[O:11][C:12]([CH3:15])([CH3:14])[CH3:13])[CH2:3][CH2:4]1. The yield is 0.860. (5) The reactants are [Cl:1][C:2]1[CH:7]=[CH:6][C:5]([S:8](Cl)(=[O:10])=[O:9])=[CH:4][CH:3]=1.[CH3:12][O:13][C:14](=[O:28])[C@@H:15]([NH2:27])[CH:16]([CH2:22][C:23]([F:26])([F:25])[F:24])[CH2:17][C:18]([F:21])([F:20])[F:19].N1C=CC=CC=1.Cl. The catalyst is C(Cl)Cl. The product is [CH3:12][O:13][C:14](=[O:28])[C@@H:15]([NH:27][S:8]([C:5]1[CH:6]=[CH:7][C:2]([Cl:1])=[CH:3][CH:4]=1)(=[O:10])=[O:9])[CH:16]([CH2:17][C:18]([F:21])([F:20])[F:19])[CH2:22][C:23]([F:25])([F:26])[F:24]. The yield is 0.840. (6) The reactants are [CH2:1]([N:8]1[CH2:12][CH2:11][CH2:10][C:9]1=O)[C:2]1[CH:7]=[CH:6][CH:5]=[CH:4][CH:3]=1.P(Cl)(Cl)(Cl)=O.[Sn](Cl)(Cl)(Cl)Cl.[C:24](#[N:32])[C:25]1[C:26](=[CH:28][CH:29]=[CH:30][CH:31]=1)[NH2:27].[OH-].[Na+]. The product is [CH2:1]([N:8]1[CH2:12][CH2:11][CH2:10][C:9]1=[N:27][C:26]1[CH:28]=[CH:29][CH:30]=[CH:31][C:25]=1[C:24]#[N:32])[C:2]1[CH:7]=[CH:6][CH:5]=[CH:4][CH:3]=1. The yield is 0.910. The catalyst is O1CCCC1.C(Cl)(Cl)Cl. (7) The reactants are [CH2:1]([CH:8]([NH:32][C:33]([C:35]1[CH:44]=[N:43]C2C(=CC=CC=2)[N:36]=1)=[O:34])[CH:9]([O:24][Si:25]([C:28]([CH3:31])([CH3:30])[CH3:29])([CH3:27])[CH3:26])[CH2:10][CH:11]([C:18](=O)[NH:19][CH2:20][CH:21]=[O:22])[CH2:12][CH2:13][C:14]([F:17])([CH3:16])[CH3:15])[C:2]1[CH:7]=[CH:6][CH:5]=[CH:4][CH:3]=1.[C:58]1(P([C:58]2[CH:63]=[CH:62][CH:61]=[CH:60][CH:59]=2)[C:58]2[CH:63]=[CH:62][CH:61]=[CH:60][CH:59]=2)[CH:63]=[CH:62][CH:61]=[CH:60][CH:59]=1.ClC(Cl)(Cl)C(Cl)(Cl)Cl.C(N(CC)CC)C. The catalyst is C(Cl)Cl. The product is [CH2:1]([CH:8]([NH:32][C:33]([C:35]1[CH:44]=[N:43][C:59]2[C:58](=[CH:63][CH:62]=[CH:61][CH:60]=2)[N:36]=1)=[O:34])[CH:9]([O:24][Si:25]([C:28]([CH3:29])([CH3:31])[CH3:30])([CH3:26])[CH3:27])[CH2:10][CH:11]([C:18]1[O:22][CH:21]=[CH:20][N:19]=1)[CH2:12][CH2:13][C:14]([F:17])([CH3:16])[CH3:15])[C:2]1[CH:3]=[CH:4][CH:5]=[CH:6][CH:7]=1. The yield is 0.620.